This data is from Full USPTO retrosynthesis dataset with 1.9M reactions from patents (1976-2016). The task is: Predict the reactants needed to synthesize the given product. (1) Given the product [CH:4]1[C:3]2[C:8](=[N:9][C:10]3[C:15]([C:2]=2[NH:1][S:31]([C:24]2[C:25]([CH3:30])=[CH:26][C:27]([CH3:29])=[CH:28][C:23]=2[CH3:35])(=[O:33])=[O:32])=[CH:14][CH:13]=[CH:12][CH:11]=3)[CH:7]=[CH:6][CH:5]=1, predict the reactants needed to synthesize it. The reactants are: [NH2:1][C:2]1[C:3]2[C:8]([N:9]=[C:10]3[C:15]=1[CH:14]=[CH:13][CH:12]=[CH:11]3)=[CH:7][CH:6]=[CH:5][CH:4]=2.CCN(CC)CC.[C:23]1([CH3:35])[CH:28]=[C:27]([CH3:29])[CH:26]=[C:25]([CH3:30])[C:24]=1[S:31](Cl)(=[O:33])=[O:32]. (2) The reactants are: I[C:2]1[CH:3]=[C:4]2[C:9](=[CH:10][CH:11]=1)[N:8]=[C:7]([NH2:12])[CH:6]=[CH:5]2.C(N(CC)CC)C.C1(C(C2C=CC=CC=2)CCP)C=CC=CC=1.C([SiH](CCCCCC)CCCCCC)CCCCC.CN(C)[CH:57]=[O:58]. Given the product [NH2:12][C:7]1[CH:6]=[CH:5][C:4]2[C:9](=[CH:10][CH:11]=[C:2]([CH:57]=[O:58])[CH:3]=2)[N:8]=1, predict the reactants needed to synthesize it. (3) Given the product [F:12][C:13]([F:25])([F:26])[C:14]1[CH:20]=[CH:19][C:18]([C:21]([F:23])([F:24])[F:22])=[CH:17][C:15]=1[NH:16][C:7](=[O:9])[C:6]1[CH:10]=[C:2]([Br:1])[CH:3]=[CH:4][C:5]=1[OH:11], predict the reactants needed to synthesize it. The reactants are: [Br:1][C:2]1[CH:10]=[C:6]([C:7]([OH:9])=O)[C:5]([OH:11])=[CH:4][CH:3]=1.[F:12][C:13]([F:26])([F:25])[C:14]1[CH:20]=[CH:19][C:18]([C:21]([F:24])([F:23])[F:22])=[CH:17][C:15]=1[NH2:16].